Dataset: Forward reaction prediction with 1.9M reactions from USPTO patents (1976-2016). Task: Predict the product of the given reaction. The product is: [BrH:1].[Cl:14][C:13]1[C:7]2[CH:6]=[C:5]([C:3]3[N:18]4[CH2:19][CH2:20][CH2:21][N:16]=[C:17]4[S:22][C:2]=3[CH3:15])[S:9][C:8]=2[CH:10]=[CH:11][CH:12]=1. Given the reactants [Br:1][CH:2]([CH3:15])[C:3]([C:5]1[S:9][C:8]2[CH:10]=[CH:11][CH:12]=[C:13]([Cl:14])[C:7]=2[CH:6]=1)=O.[N:16]1[CH2:21][CH2:20][CH2:19][NH:18][C:17]=1[SH:22].C(O)C, predict the reaction product.